From a dataset of Forward reaction prediction with 1.9M reactions from USPTO patents (1976-2016). Predict the product of the given reaction. (1) Given the reactants [Cl:1][C:2]1[CH:18]=[C:17]([Cl:19])[CH:16]=[CH:15][C:3]=1[CH2:4][N:5]1[C:9]2[CH:10]=[CH:11][CH:12]=[CH:13][C:8]=2[N:7]=[C:6]1[CH3:14].[Cl:20][S:21](O)(=[O:23])=[O:22], predict the reaction product. The product is: [Cl:20][S:21]([C:11]1[CH:12]=[CH:13][C:8]2[N:7]=[C:6]([CH3:14])[N:5]([CH2:4][C:3]3[CH:15]=[CH:16][C:17]([Cl:19])=[CH:18][C:2]=3[Cl:1])[C:9]=2[CH:10]=1)(=[O:23])=[O:22]. (2) Given the reactants [F:1][C:2]1[CH:3]=[C:4]2[C:8](=[CH:9][CH:10]=1)[N:7]([CH2:11][CH2:12][CH2:13][C:14]([OH:16])=O)[CH:6]=[CH:5]2.[F:17][C:18]1[CH:19]=[CH:20][C:21]([O:27][CH3:28])=[C:22]([CH:26]=1)[CH2:23][NH:24][CH3:25], predict the reaction product. The product is: [F:1][C:2]1[CH:3]=[C:4]2[C:8](=[CH:9][CH:10]=1)[N:7]([CH2:11][CH2:12][CH2:13][C:14]([N:24]([CH2:23][C:22]1[CH:26]=[C:18]([F:17])[CH:19]=[CH:20][C:21]=1[O:27][CH3:28])[CH3:25])=[O:16])[CH:6]=[CH:5]2. (3) The product is: [CH3:1][N:2]1[C:10]2[C:5](=[CH:6][C:7]([NH:11][S:29]([CH3:28])(=[O:31])=[O:30])=[CH:8][CH:9]=2)[C:4]([C:12]2[NH:20][C:15]3=[N:16][CH:17]=[CH:18][CH:19]=[C:14]3[CH:13]=2)=[CH:3]1. Given the reactants [CH3:1][N:2]1[C:10]2[C:5](=[CH:6][C:7]([NH2:11])=[CH:8][CH:9]=2)[C:4]([C:12]2[NH:20][C:15]3=[N:16][CH:17]=[CH:18][CH:19]=[C:14]3[CH:13]=2)=[CH:3]1.C(N(CC)CC)C.[CH3:28][S:29](Cl)(=[O:31])=[O:30], predict the reaction product.